Dataset: Full USPTO retrosynthesis dataset with 1.9M reactions from patents (1976-2016). Task: Predict the reactants needed to synthesize the given product. (1) Given the product [CH3:29][S:26]([C:23]1[CH:24]=[CH:25][C:20]([N:3]2[CH2:4][CH2:5][C:6]3([CH2:11][CH2:10][N:9]([C:12]([O:14][C:15]([CH3:18])([CH3:17])[CH3:16])=[O:13])[CH2:8][CH2:7]3)[C:2]2=[O:1])=[N:21][CH:22]=1)(=[O:28])=[O:27], predict the reactants needed to synthesize it. The reactants are: [O:1]=[C:2]1[C:6]2([CH2:11][CH2:10][N:9]([C:12]([O:14][C:15]([CH3:18])([CH3:17])[CH3:16])=[O:13])[CH2:8][CH2:7]2)[CH2:5][CH2:4][NH:3]1.Br[C:20]1[CH:25]=[CH:24][C:23]([S:26]([CH3:29])(=[O:28])=[O:27])=[CH:22][N:21]=1.CC1(C)C2C(=C(P(C3C=CC=CC=3)C3C=CC=CC=3)C=CC=2)OC2C(P(C3C=CC=CC=3)C3C=CC=CC=3)=CC=CC1=2.C([O-])([O-])=O.[Cs+].[Cs+]. (2) Given the product [CH2:1]([C@@H:8]1[CH2:12][O:11][C:10](=[O:13])[N:9]1[C:14](=[O:24])[C@@H:15]([CH:18]1[CH2:23][CH2:22][O:21][CH2:20][CH2:19]1)[CH2:16][S:27][C:25](=[O:28])[CH3:26])[C:2]1[CH:7]=[CH:6][CH:5]=[CH:4][CH:3]=1, predict the reactants needed to synthesize it. The reactants are: [CH2:1]([C@@H:8]1[CH2:12][O:11][C:10](=[O:13])[N:9]1[C:14](=[O:24])[C@@H:15]([CH:18]1[CH2:23][CH2:22][O:21][CH2:20][CH2:19]1)[CH2:16]I)[C:2]1[CH:7]=[CH:6][CH:5]=[CH:4][CH:3]=1.[C:25]([O-:28])(=[S:27])[CH3:26].[K+].O. (3) Given the product [Cl:1][C:2]1[C:3](=[O:18])[C:4]2[C:9](=[CH:8][CH:7]=[CH:6][CH:5]=2)[C:10](=[O:17])[C:11]=1[N:12]([CH2:13][CH2:14][O:15][CH3:16])[C:19](=[O:21])[CH3:20], predict the reactants needed to synthesize it. The reactants are: [Cl:1][C:2]1[C:3](=[O:18])[C:4]2[C:9]([C:10](=[O:17])[C:11]=1[NH:12][CH2:13][CH2:14][O:15][CH3:16])=[CH:8][CH:7]=[CH:6][CH:5]=2.[CH2:19]([OH:21])[CH3:20].C(OCC)(=O)C. (4) Given the product [NH2:8][C@@H:9]([C:11]1[C:12]([F:46])=[C:13]([C:17]2[CH:22]=[C:21]([NH:23][CH2:24][CH:25]3[CH2:27][C:26]3([F:29])[F:28])[CH:20]=[C:19]([CH2:30][O:31][C:32]3[CH:37]=[CH:36][CH:35]=[CH:34][C:33]=3[CH2:38][C:39]([OH:41])=[O:40])[CH:18]=2)[CH:14]=[CH:15][CH:16]=1)[CH3:10], predict the reactants needed to synthesize it. The reactants are: C(OC([NH:8][C@@H:9]([C:11]1[C:12]([F:46])=[C:13]([C:17]2[CH:22]=[C:21]([NH:23][CH2:24][CH:25]3[CH2:27][C:26]3([F:29])[F:28])[CH:20]=[C:19]([CH2:30][O:31][C:32]3[CH:37]=[CH:36][CH:35]=[CH:34][C:33]=3[CH2:38][C:39]([O:41]C(C)(C)C)=[O:40])[CH:18]=2)[CH:14]=[CH:15][CH:16]=1)[CH3:10])=O)(C)(C)C.Cl.